From a dataset of Full USPTO retrosynthesis dataset with 1.9M reactions from patents (1976-2016). Predict the reactants needed to synthesize the given product. (1) Given the product [CH:11]([O:10][C:5]1[CH:4]=[CH:3][C:2]([C:17]#[C:16][Si:15]([CH3:19])([CH3:18])[CH3:14])=[CH:9][C:6]=1[C:7]#[N:8])([CH3:13])[CH3:12], predict the reactants needed to synthesize it. The reactants are: Br[C:2]1[CH:3]=[CH:4][C:5]([O:10][CH:11]([CH3:13])[CH3:12])=[C:6]([CH:9]=1)[C:7]#[N:8].[CH3:14][Si:15]([CH3:19])([CH3:18])[C:16]#[CH:17]. (2) Given the product [CH3:17][N:4]1[C:3]([C:18]([N:20]2[CH2:25][CH2:24][CH:23]([N:26]3[CH2:30][CH2:29][CH2:28][CH2:27]3)[CH2:22][CH2:21]2)=[O:19])=[C:2]([C:33]2[CH:32]=[N:31][CH:36]=[CH:35][CH:34]=2)[N:6]=[C:5]1[C:7]1[CH:12]=[CH:11][C:10]([C:13]([F:16])([F:15])[F:14])=[CH:9][CH:8]=1, predict the reactants needed to synthesize it. The reactants are: I[C:2]1[N:6]=[C:5]([C:7]2[CH:12]=[CH:11][C:10]([C:13]([F:16])([F:15])[F:14])=[CH:9][CH:8]=2)[N:4]([CH3:17])[C:3]=1[C:18]([N:20]1[CH2:25][CH2:24][CH:23]([N:26]2[CH2:30][CH2:29][CH2:28][CH2:27]2)[CH2:22][CH2:21]1)=[O:19].[N:31]1[CH:36]=[CH:35][CH:34]=[C:33](B(O)O)[CH:32]=1. (3) Given the product [C:24]([NH:1][C:2]1[CH:14]=[CH:13][C:5]2[C:6]([C:9]([O:11][CH3:12])=[O:10])=[N:7][O:8][C:4]=2[CH:3]=1)(=[O:26])[CH3:25], predict the reactants needed to synthesize it. The reactants are: [NH2:1][C:2]1[CH:14]=[CH:13][C:5]2[C:6]([C:9]([O:11][CH3:12])=[O:10])=[N:7][O:8][C:4]=2[CH:3]=1.CCN(C(C)C)C(C)C.[C:24](Cl)(=[O:26])[CH3:25]. (4) Given the product [CH2:23]([N:13]1[C:14]2[CH:15]=[CH:16][CH:17]=[CH:18][C:19]=2[C:10]2=[N:9][N:8]([C:3]3[CH:4]=[CH:5][CH:6]=[CH:7][C:2]=3[F:1])[C:20](=[O:21])[C:11]2=[CH:12]1)[CH3:24], predict the reactants needed to synthesize it. The reactants are: [F:1][C:2]1[CH:7]=[CH:6][CH:5]=[CH:4][C:3]=1[N:8]1[C:20](=[O:21])[C:11]2=[CH:12][NH:13][C:14]3[CH:15]=[CH:16][CH:17]=[CH:18][C:19]=3[C:10]2=[N:9]1.I[CH2:23][CH3:24].C(=O)([O-])[O-].[K+].[K+]. (5) Given the product [C:4]([CH:6]1[CH2:7][N:8]([C:10]([O:12][C:13]([CH3:14])([CH3:15])[CH3:16])=[O:11])[CH2:9]1)(=[O:5])[CH3:19], predict the reactants needed to synthesize it. The reactants are: CON(C)[C:4]([CH:6]1[CH2:9][N:8]([C:10]([O:12][C:13]([CH3:16])([CH3:15])[CH3:14])=[O:11])[CH2:7]1)=[O:5].O1CCC[CH2:19]1.O1CCCC1.C[Mg]Cl. (6) Given the product [CH:22]([CH:23]=[CH2:24])=[O:21].[C:25]([OH:28])(=[O:43])[CH:26]=[CH2:27], predict the reactants needed to synthesize it. The reactants are: CCC.C=CC.CCC.C1N(P([O:21][C:22]2[CH:27]=[CH:26][C:25]([O:28]P(N3CCOCC3)(N3CC3)=O)=[CH:24][CH:23]=2)(N2CCOCC2)=O)C1.C=CC.[O:43]=O.